Dataset: Forward reaction prediction with 1.9M reactions from USPTO patents (1976-2016). Task: Predict the product of the given reaction. (1) Given the reactants [C:1]1([CH2:7][C:8](Cl)=[O:9])[CH:6]=[CH:5][CH:4]=[CH:3][CH:2]=1.[Pb](SC#N)[S:12][C:13]#[N:14], predict the reaction product. The product is: [C:1]1([CH2:7][C:8]([N:14]=[C:13]=[S:12])=[O:9])[CH:6]=[CH:5][CH:4]=[CH:3][CH:2]=1. (2) Given the reactants [CH3:1][O:2][P:3]([C:7](P(OC)(OC)=O)(O)[C:8]1[CH:13]=[CH:12][CH:11]=[CH:10][C:9]=1[N+:14]([O-])=O)(=[O:6])[O:4][CH3:5].O.O.[Sn](Cl)Cl.[OH-].[Na+].C(OCC)(=O)C, predict the reaction product. The product is: [CH3:1][O:2][P:3]([CH2:7][C:8]1[CH:13]=[CH:12][CH:11]=[CH:10][C:9]=1[NH2:14])(=[O:6])[O:4][CH3:5]. (3) Given the reactants [NH2:1][C:2]1[CH:3]=[CH:4][C:5]([O:24][CH3:25])=[C:6]([CH:23]=1)[O:7][C:8]1[N:13]=[C:12]2[S:14][C:15]([NH:17][C:18]([CH:20]3[CH2:22][CH2:21]3)=[O:19])=[N:16][C:11]2=[CH:10][CH:9]=1.[F:26][C:27]([F:38])([F:37])[C:28]1[CH:29]=[C:30]([CH:34]=[CH:35][CH:36]=1)[C:31](Cl)=[O:32], predict the reaction product. The product is: [CH:20]1([C:18]([NH:17][C:15]2[S:14][C:12]3[C:11]([N:16]=2)=[CH:10][CH:9]=[C:8]([O:7][C:6]2[CH:23]=[C:2]([NH:1][C:31](=[O:32])[C:30]4[CH:34]=[CH:35][CH:36]=[C:28]([C:27]([F:26])([F:37])[F:38])[CH:29]=4)[CH:3]=[CH:4][C:5]=2[O:24][CH3:25])[N:13]=3)=[O:19])[CH2:21][CH2:22]1. (4) Given the reactants [OH:1][C:2]1[CH:9]=[CH:8][C:5]([CH:6]=[O:7])=[CH:4][CH:3]=1.C(=O)([O-])[O-].[K+].[K+].[C:16](Cl)(=[O:23])[C:17]1[CH:22]=[CH:21][CH:20]=[CH:19][CH:18]=1, predict the reaction product. The product is: [C:16]([O:1][C:2]1[CH:9]=[CH:8][C:5]([CH:6]=[O:7])=[CH:4][CH:3]=1)(=[O:23])[C:17]1[CH:22]=[CH:21][CH:20]=[CH:19][CH:18]=1. (5) Given the reactants [CH:1]([C@@H:4]1[C:10]2[CH:11]=[CH:12][C:13]([C:15]([O:17][CH3:18])=[O:16])=[CH:14][C:9]=2[O:8][CH2:7][CH2:6][NH:5]1)([CH3:3])[CH3:2].C(O)(C(F)(F)F)=O.CCN(CC)CC.[O:33]1[CH2:38][CH2:37][CH:36]([C:39](Cl)=[O:40])[CH2:35][CH2:34]1, predict the reaction product. The product is: [CH:1]([C@@H:4]1[C:10]2[CH:11]=[CH:12][C:13]([C:15]([O:17][CH3:18])=[O:16])=[CH:14][C:9]=2[O:8][CH2:7][CH2:6][N:5]1[C:39]([CH:36]1[CH2:37][CH2:38][O:33][CH2:34][CH2:35]1)=[O:40])([CH3:3])[CH3:2].